This data is from Forward reaction prediction with 1.9M reactions from USPTO patents (1976-2016). The task is: Predict the product of the given reaction. Given the reactants C(O)(=[O:3])C.OO.[CH2:7]([S:11][CH2:12][S:13][C:14]1[C:19]([C:20]#[N:21])=[C:18]([C:22]2[CH:27]=[CH:26][CH:25]=[CH:24][CH:23]=2)[N:17]=[C:16]([C:28]2[CH:33]=[CH:32][CH:31]=[CH:30][CH:29]=2)[N:15]=1)[CH2:8][CH2:9][CH3:10], predict the reaction product. The product is: [CH2:7]([S:11][CH2:12][S:13]([C:14]1[C:19]([C:20]#[N:21])=[C:18]([C:22]2[CH:23]=[CH:24][CH:25]=[CH:26][CH:27]=2)[N:17]=[C:16]([C:28]2[CH:33]=[CH:32][CH:31]=[CH:30][CH:29]=2)[N:15]=1)=[O:3])[CH2:8][CH2:9][CH3:10].